Dataset: Full USPTO retrosynthesis dataset with 1.9M reactions from patents (1976-2016). Task: Predict the reactants needed to synthesize the given product. (1) Given the product [OH:24][CH2:23][CH2:22][CH2:21][N:3]1[C:2]([CH3:30])([CH3:1])[C:6](=[O:7])[N:5]([C:8]2[CH:15]=[CH:14][C:11]([C:12]#[N:13])=[C:10]([C:16]([F:19])([F:17])[F:18])[CH:9]=2)[C:4]1=[O:20], predict the reactants needed to synthesize it. The reactants are: [CH3:1][C:2]1([CH3:30])[C:6](=[O:7])[N:5]([C:8]2[CH:15]=[CH:14][C:11]([C:12]#[N:13])=[C:10]([C:16]([F:19])([F:18])[F:17])[CH:9]=2)[C:4](=[O:20])[N:3]1[CH2:21][CH2:22][CH2:23][O:24]C1CCCO1.CC1C=CC(S(O)(=O)=O)=CC=1. (2) The reactants are: [CH3:1][O:2][C:3](=[O:19])/[C:4](/[C:10]1[CH:15]=[CH:14][C:13]([OH:16])=[C:12]([CH:17]=[O:18])[CH:11]=1)=[CH:5]/[C:6]([O:8][CH3:9])=[O:7].[I:20]N1C(=O)CCC1=O. Given the product [CH3:1][O:2][C:3](=[O:19])/[C:4](/[C:10]1[CH:15]=[C:14]([I:20])[C:13]([OH:16])=[C:12]([CH:17]=[O:18])[CH:11]=1)=[CH:5]/[C:6]([O:8][CH3:9])=[O:7], predict the reactants needed to synthesize it. (3) Given the product [O:1]=[C:2]1[N:7]([C:8]2[CH:13]=[CH:12][CH:11]=[CH:10][CH:9]=2)[C:6]([C:14]2[CH:15]=[CH:16][CH:17]=[CH:18][CH:19]=2)=[N:5][CH:4]=[C:3]1[C:20]([O:22][C:29]1[CH2:34][CH2:33][CH2:32][C:31](=[O:35])[CH:30]=1)=[O:21], predict the reactants needed to synthesize it. The reactants are: [O:1]=[C:2]1[N:7]([C:8]2[CH:13]=[CH:12][CH:11]=[CH:10][CH:9]=2)[C:6]([C:14]2[CH:19]=[CH:18][CH:17]=[CH:16][CH:15]=2)=[N:5][CH:4]=[C:3]1[C:20]([OH:22])=[O:21].C(Cl)(=O)C(Cl)=O.[C:29]1(=O)[CH2:34][CH2:33][CH2:32][C:31](=[O:35])[CH2:30]1.C(N(CC)CC)C.[Cl-].[NH4+]. (4) Given the product [Br:23][C:24]1[N:32]2[C:27]([CH:28]=[N:29][C:30]([NH:22][C:4]3[CH:5]=[CH:6][C:7]([N:9]4[CH2:14][CH2:13][CH:12]([N:15]5[CH2:20][CH2:19][N:18]([CH3:21])[CH2:17][CH2:16]5)[CH2:11][CH2:10]4)=[CH:8][C:3]=3[O:2][CH3:1])=[N:31]2)=[CH:26][CH:25]=1, predict the reactants needed to synthesize it. The reactants are: [CH3:1][O:2][C:3]1[CH:8]=[C:7]([N:9]2[CH2:14][CH2:13][CH:12]([N:15]3[CH2:20][CH2:19][N:18]([CH3:21])[CH2:17][CH2:16]3)[CH2:11][CH2:10]2)[CH:6]=[CH:5][C:4]=1[NH2:22].[Br:23][C:24]1[N:32]2[C:27]([CH:28]=[N:29][C:30](S(C)=O)=[N:31]2)=[CH:26][CH:25]=1.C(N(CC)C(C)C)(C)C. (5) Given the product [Cl:10][C:8]1[C:7]([NH:11][C:12]2[CH:17]=[CH:16][C:15]([Cl:18])=[CH:14][CH:13]=2)=[N:6][CH:5]=[C:4]([CH:9]=1)[C:3]([NH:21][NH2:22])=[O:2], predict the reactants needed to synthesize it. The reactants are: C[O:2][C:3](=O)[C:4]1[CH:9]=[C:8]([Cl:10])[C:7]([NH:11][C:12]2[CH:17]=[CH:16][C:15]([Cl:18])=[CH:14][CH:13]=2)=[N:6][CH:5]=1.O.[NH2:21][NH2:22]. (6) Given the product [N+:1]([C:4]1[CH:9]=[CH:8][C:7]([NH:10][CH:11]2[CH2:12][CH2:13][CH:14]([O:17][CH2:18][C:19]([NH2:28])=[O:20])[CH2:15][CH2:16]2)=[CH:6][C:5]=1[C:22]([F:23])([F:24])[F:25])([O-:3])=[O:2], predict the reactants needed to synthesize it. The reactants are: [N+:1]([C:4]1[CH:9]=[CH:8][C:7]([NH:10][CH:11]2[CH2:16][CH2:15][CH:14]([O:17][CH2:18][C:19](O)=[O:20])[CH2:13][CH2:12]2)=[CH:6][C:5]=1[C:22]([F:25])([F:24])[F:23])([O-:3])=[O:2].C1N=C[N:28](C(N2C=NC=C2)=O)C=1.N. (7) Given the product [OH:10][CH2:9][C:2]1[O:3][CH:4]=[C:5]([O:8][CH2:20][CH2:21][N:22]2[CH2:26][CH2:25][CH2:24][CH2:23]2)[C:6](=[O:7])[CH:1]=1, predict the reactants needed to synthesize it. The reactants are: [CH:1]1[C:6](=[O:7])[C:5]([OH:8])=[CH:4][O:3][C:2]=1[CH2:9][OH:10].C(=O)([O-])[O-].[K+].[K+].[I-].[K+].Cl[CH2:20][CH2:21][N:22]1[CH2:26][CH2:25][CH2:24][CH2:23]1. (8) Given the product [NH:2]1[C:1]([C:3]2[CH:4]=[C:5]3[C:9](=[CH:10][CH:11]=2)[NH:8][C:7](=[O:12])[C:6]3=[CH:13][C:15]2[NH:16][CH:17]=[CH:18][CH:19]=2)=[N:35][N:34]=[N:33]1, predict the reactants needed to synthesize it. The reactants are: [C:1]([C:3]1[CH:4]=[C:5]2[C:9](=[CH:10][CH:11]=1)[NH:8][C:7](=[O:12])[C:6]2=[C:13]([C:15]1[NH:16][CH:17]=[CH:18][CH:19]=1)C)#[N:2].C([SnH](CCCC)CCCC)CCC.[N-:33]=[N+:34]=[N-:35].[Na+]. (9) Given the product [CH3:1][S:2]([C:4]1[N:5]=[C:6]([N:9]2[C:13]3[CH:14]=[CH:15][CH:16]=[CH:17][C:12]=3[N:11]([CH2:18][C:19]([OH:21])=[O:20])[C:10]2=[O:26])[S:7][CH:8]=1)=[O:3], predict the reactants needed to synthesize it. The reactants are: [CH3:1][S:2]([C:4]1[N:5]=[C:6]([N:9]2[C:13]3[CH:14]=[CH:15][CH:16]=[CH:17][C:12]=3[N:11]([CH2:18][C:19]([O:21]C(C)(C)C)=[O:20])[C:10]2=[O:26])[S:7][CH:8]=1)=[O:3].C(Cl)Cl. (10) The reactants are: [C:1]([O:5][C:6]([NH:8][C@H:9]([C:13]([O:15][CH2:16][O:17][C:18](=[O:42])[N:19]([C:32]1[N:41]=[C:35]2[CH:36]=[CH:37][C:38](Cl)=[CH:39][N:34]2[N:33]=1)[C:20]1[CH:25]=[CH:24][C:23]([S:26]([CH3:29])(=[O:28])=[O:27])=[CH:22][C:21]=1[O:30][CH3:31])=[O:14])[CH:10]([CH3:12])[CH3:11])=[O:7])([CH3:4])([CH3:3])[CH3:2].[F:43][C:44]1[CH:49]=[CH:48][C:47]([C@@H:50]([CH3:63])[C:51]([NH:53][C:54]2[CH:59]=[CH:58][C:57](B(O)O)=[CH:56][CH:55]=2)=[O:52])=[CH:46][CH:45]=1.O.P([O-])([O-])([O-])=O.[K+].[K+].[K+].C1(P(C2CCCCC2)C2C=CC=CC=2C2C(OC)=CC=CC=2OC)CCCCC1. Given the product [C:1]([O:5][C:6]([NH:8][C@H:9]([C:13]([O:15][CH2:16][O:17][C:18](=[O:42])[N:19]([C:32]1[N:41]=[C:35]2[CH:36]=[CH:37][C:38]([C:57]3[CH:56]=[CH:55][C:54]([NH:53][C:51](=[O:52])[C@@H:50]([C:47]4[CH:46]=[CH:45][C:44]([F:43])=[CH:49][CH:48]=4)[CH3:63])=[CH:59][CH:58]=3)=[CH:39][N:34]2[N:33]=1)[C:20]1[CH:25]=[CH:24][C:23]([S:26]([CH3:29])(=[O:28])=[O:27])=[CH:22][C:21]=1[O:30][CH3:31])=[O:14])[CH:10]([CH3:12])[CH3:11])=[O:7])([CH3:4])([CH3:3])[CH3:2], predict the reactants needed to synthesize it.